Task: Predict the product of the given reaction.. Dataset: Forward reaction prediction with 1.9M reactions from USPTO patents (1976-2016) Given the reactants [C:1]([N:20]1[CH:24]=[C:23]([CH2:25][O:26][CH2:27][C:28]([O:30]CC)=[O:29])[N:22]=[CH:21]1)([C:14]1[CH:19]=[CH:18][CH:17]=[CH:16][CH:15]=1)([C:8]1[CH:13]=[CH:12][CH:11]=[CH:10][CH:9]=1)[C:2]1[CH:7]=[CH:6][CH:5]=[CH:4][CH:3]=1, predict the reaction product. The product is: [C:1]([N:20]1[CH:24]=[C:23]([CH2:25][O:26][CH2:27][C:28]([OH:30])=[O:29])[N:22]=[CH:21]1)([C:14]1[CH:19]=[CH:18][CH:17]=[CH:16][CH:15]=1)([C:8]1[CH:9]=[CH:10][CH:11]=[CH:12][CH:13]=1)[C:2]1[CH:7]=[CH:6][CH:5]=[CH:4][CH:3]=1.